From a dataset of Catalyst prediction with 721,799 reactions and 888 catalyst types from USPTO. Predict which catalyst facilitates the given reaction. (1) Reactant: [CH2:1]([N:3]1[C:11]2[C:6](=[CH:7][CH:8]=[C:9]([O:12]C)[CH:10]=2)[C:5]([C:14]#[N:15])=[CH:4]1)[CH3:2].B(Br)(Br)Br.[OH-].[Na+]. Product: [OH:12][C:9]1[CH:10]=[C:11]2[C:6]([C:5]([C:14]#[N:15])=[CH:4][N:3]2[CH2:1][CH3:2])=[CH:7][CH:8]=1. The catalyst class is: 2. (2) Reactant: [Cl:1][C:2]([Cl:7])([Cl:6])[C:3](Cl)=[O:4].[CH3:8][N:9]1[CH:13]=[CH:12][CH:11]=[CH:10]1. Product: [Cl:1][C:2]([Cl:7])([Cl:6])[C:3]([C:10]1[N:9]([CH3:8])[CH:13]=[CH:12][CH:11]=1)=[O:4]. The catalyst class is: 27. (3) Reactant: C([O:3][C:4](=[O:9])[C:5]([OH:8])([CH3:7])[CH3:6])C.[H-].[Na+].[CH2:12]([N:19]1[C:27]2[C:22](=[CH:23][CH:24]=[CH:25][CH:26]=2)[C:21]([CH2:28]Cl)=[N:20]1)[C:13]1[CH:18]=[CH:17][CH:16]=[CH:15][CH:14]=1.[OH-].[Na+]. Product: [CH2:12]([N:19]1[C:27]2[C:22](=[CH:23][CH:24]=[CH:25][CH:26]=2)[C:21]([CH2:28][O:8][C:5]([CH3:6])([CH3:7])[C:4]([OH:3])=[O:9])=[N:20]1)[C:13]1[CH:14]=[CH:15][CH:16]=[CH:17][CH:18]=1. The catalyst class is: 588. (4) Reactant: [NH:1]1[CH2:6][CH2:5][NH:4][CH2:3][CH2:2]1.F[C:8]1[CH:13]=[CH:12][CH:11]=[CH:10][C:9]=1[N+:14]([O-:16])=[O:15].O. Product: [N+:14]([C:9]1[CH:10]=[CH:11][CH:12]=[CH:13][C:8]=1[N:1]1[CH2:6][CH2:5][NH:4][CH2:3][CH2:2]1)([O-:16])=[O:15]. The catalyst class is: 3. (5) Reactant: [N+:1]([C:4]1[CH:5]=[C:6]2[C:10](=[CH:11][CH:12]=1)[NH:9][CH:8]=[CH:7]2)([O-:3])=[O:2].[H-].[Na+].I[CH3:16].[Cl-].[NH4+]. Product: [CH3:16][N:9]1[C:10]2[C:6](=[CH:5][C:4]([N+:1]([O-:3])=[O:2])=[CH:12][CH:11]=2)[CH:7]=[CH:8]1. The catalyst class is: 9. (6) Reactant: O[CH:2]([C:7]1[CH:12]=[CH:11][CH:10]=[CH:9][CH:8]=1)[C:3]([O:5][CH3:6])=[O:4].CCN(S(F)(F)[F:19])CC. Product: [F:19][CH:2]([C:7]1[CH:12]=[CH:11][CH:10]=[CH:9][CH:8]=1)[C:3]([O:5][CH3:6])=[O:4]. The catalyst class is: 2. (7) Reactant: [N:1]1[C:8]([Cl:9])=[N:7][C:5](Cl)=[N:4][C:2]=1[Cl:3].C([O-])([O-])=O.[K+].[K+].[NH2:16][C:17]1[C:18]([CH3:37])=[C:19]([C:23]2[CH:31]=[CH:30][C:29]([C:32]([NH2:34])=[O:33])=[C:28]3[C:24]=2[C:25]([CH3:36])=[C:26]([CH3:35])[NH:27]3)[CH:20]=[CH:21][CH:22]=1. Product: [Cl:9][C:8]1[N:1]=[C:2]([Cl:3])[N:4]=[C:5]([NH:16][C:17]2[C:18]([CH3:37])=[C:19]([C:23]3[CH:31]=[CH:30][C:29]([C:32]([NH2:34])=[O:33])=[C:28]4[C:24]=3[C:25]([CH3:36])=[C:26]([CH3:35])[NH:27]4)[CH:20]=[CH:21][CH:22]=2)[N:7]=1. The catalyst class is: 1. (8) Reactant: [H-].[Na+].[C:3]([O:11][C:12]([CH3:15])([CH3:14])[CH3:13])(=[O:10])[CH2:4][C:5]([O:7][CH2:8][CH3:9])=[O:6].Cl[C:17]1[C:18]([CH3:26])=[N:19][C:20]([N+:23]([O-:25])=[O:24])=[CH:21][CH:22]=1. Product: [CH3:26][C:18]1[C:17]([CH:4]([C:5]([O:7][CH2:8][CH3:9])=[O:6])[C:3]([O:11][C:12]([CH3:14])([CH3:13])[CH3:15])=[O:10])=[CH:22][CH:21]=[C:20]([N+:23]([O-:25])=[O:24])[N:19]=1. The catalyst class is: 3.